From a dataset of Forward reaction prediction with 1.9M reactions from USPTO patents (1976-2016). Predict the product of the given reaction. (1) Given the reactants [C:1]([C:5]1[N:10]=[C:9]([NH:11][C:12]2[CH:17]=[C:16]([Cl:18])[N:15]=[N:14][C:13]=2[C:19]([O:21]CC)=O)[CH:8]=[CH:7][N:6]=1)([CH3:4])([CH3:3])[CH3:2].[NH3:24], predict the reaction product. The product is: [C:1]([C:5]1[N:10]=[C:9]([NH:11][C:12]2[CH:17]=[C:16]([Cl:18])[N:15]=[N:14][C:13]=2[C:19]([NH2:24])=[O:21])[CH:8]=[CH:7][N:6]=1)([CH3:2])([CH3:3])[CH3:4]. (2) Given the reactants [Cl:1][C:2]1[S:6][C:5]([C:7]([OH:9])=[O:8])=[CH:4][CH:3]=1.S(=O)(=O)(O)O.O.[CH3:16]O, predict the reaction product. The product is: [Cl:1][C:2]1[S:6][C:5]([C:7]([O:9][CH3:16])=[O:8])=[CH:4][CH:3]=1. (3) Given the reactants C(=[C:8]1/[CH2:9][CH2:10][CH2:11][C:12]2[CH:13]=[C:14]([Br:18])[CH:15]=[N:16][C:17]/1=2)/C1C=CC=CC=1.C1(P(C2C=CC=CC=2)C2C=CC=CC=2)C=CC=CC=1.C[OH:39], predict the reaction product. The product is: [Br:18][C:14]1[CH:15]=[N:16][C:17]2[C:8](=[O:39])[CH2:9][CH2:10][CH2:11][C:12]=2[CH:13]=1. (4) Given the reactants O=C1C2C3C(C(OC)=O)=CC=CC=3NC=2CNC1.[C:19](Cl)(=[O:24])[C:20]([CH3:23])([CH3:22])[CH3:21].C1(C([N:31]2[CH2:43][C:42]3[NH:41][C:40]4[CH:39]=[CH:38][CH:37]=[C:36]5[C:44](=[O:47])[NH:45][N:46]=[C:33]([C:34]=3[C:35]=45)[CH2:32]2)=O)CC1, predict the reaction product. The product is: [C:19]([N:31]1[CH2:43][C:42]2[NH:41][C:40]3[CH:39]=[CH:38][CH:37]=[C:36]4[C:44](=[O:47])[NH:45][N:46]=[C:33]([C:34]=2[C:35]=34)[CH2:32]1)(=[O:24])[C:20]([CH3:23])([CH3:22])[CH3:21]. (5) The product is: [CH3:1][C:2]1[CH:7]=[CH:6][CH:5]=[CH:4][C:3]=1[C:8]1[CH:9]=[C:10]([C:26]2[CH:31]=[CH:30][N:29]=[C:28]([NH:32][C:33](=[O:35])[CH3:34])[CH:27]=2)[NH:11][C:12]=1[C:13]1[NH:17][CH:16]=[N:15][N:14]=1. Given the reactants [CH3:1][C:2]1[CH:7]=[CH:6][CH:5]=[CH:4][C:3]=1[C:8]1[CH:9]=[C:10]([C:26]2[CH:31]=[CH:30][N:29]=[C:28]([NH:32][C:33](=[O:35])[CH3:34])[CH:27]=2)[N:11](COCC[Si](C)(C)C)[C:12]=1[C:13]1[NH:17][CH:16]=[N:15][N:14]=1.C(O)(C(F)(F)F)=O, predict the reaction product. (6) The product is: [CH3:26][O:27][C:28](=[O:40])[C:29]1[C:34]([N+:35]([O-:37])=[O:36])=[CH:33][CH:32]=[CH:31][C:30]=1[CH:38]=[CH:7][O:5][CH3:2]. Given the reactants C[C:2]([O-:5])(C)C.[K+].[CH:7]1C=CC(P(C2C=CC=CC=2)C2C=CC=CC=2)=CC=1.[CH3:26][O:27][C:28](=[O:40])[C:29]1[C:34]([N+:35]([O-:37])=[O:36])=[CH:33][CH:32]=[CH:31][C:30]=1[CH:38]=O, predict the reaction product. (7) Given the reactants [F:1][C:2]1[CH:3]=[C:4]([NH2:14])[C:5]([C:8]#[C:9][Si](C)(C)C)=[N:6][CH:7]=1.[H-].[Na+], predict the reaction product. The product is: [F:1][C:2]1[CH:3]=[C:4]2[NH:14][CH:9]=[CH:8][C:5]2=[N:6][CH:7]=1.